This data is from Reaction yield outcomes from USPTO patents with 853,638 reactions. The task is: Predict the reaction yield, written as a fraction of the theoretical maximum amount of product (1.0 means a 100% yield; for example, 0.34 means a 34% yield). (1) The reactants are [NH2:1][C:2]1[S:3][CH:4]=[CH:5][N:6]=1.[CH:7]1[C:12]([S:13](Cl)(=[O:15])=[O:14])=[CH:11][CH:10]=[C:9]([I:17])[CH:8]=1.Cl.S1C(N)=NC=N1. The catalyst is N1C=CC=CC=1. The product is [I:17][C:9]1[CH:8]=[CH:7][C:12]([S:13]([NH:1][C:2]2[S:3][CH:4]=[CH:5][N:6]=2)(=[O:15])=[O:14])=[CH:11][CH:10]=1. The yield is 0.380. (2) The reactants are [I:1][C:2]1[CH:7]=[C:6]([C:8](OCC)=[O:9])[N:5]=[C:4]([C:13]([O:15][CH2:16][CH3:17])=[O:14])[CH:3]=1.[BH4-].[Na+].I.C([O-])(O)=O.[Na+]. The catalyst is CCO. The product is [OH:9][CH2:8][C:6]1[N:5]=[C:4]([C:13]([O:15][CH2:16][CH3:17])=[O:14])[CH:3]=[C:2]([I:1])[CH:7]=1. The yield is 0.630. (3) The reactants are [NH:1]1[CH2:5][CH2:4][CH2:3][C:2]1=[O:6].[C:7]([O:11][C:12](O[C:12]([O:11][C:7]([CH3:10])([CH3:9])[CH3:8])=[O:13])=[O:13])([CH3:10])([CH3:9])[CH3:8]. The catalyst is C(#N)C.CN(C1C=CN=CC=1)C. The product is [O:6]=[C:2]1[CH2:3][CH2:4][CH2:5][N:1]1[C:12]([O:11][C:7]([CH3:10])([CH3:9])[CH3:8])=[O:13]. The yield is 0.640. (4) The reactants are [C:1]([O:5][C:6](=[O:35])[NH:7][C:8](=[NH:34])[C:9]1[CH:14]=[CH:13][C:12]([CH2:15][NH:16][C:17]([C@H:19]2[N:23]3[C:24](=[O:33])[C:25]([NH:28][S:29]([CH3:32])(=[O:31])=[O:30])=[CH:26][N:27]=[C:22]3[CH2:21][CH2:20]2)=[O:18])=[CH:11][CH:10]=1)([CH3:4])([CH3:3])[CH3:2].C(OC(=O)NC(C1C=CC(CNC([C@H]2N3C(=O)C(N(CC)CC)=CN=C3CC2)=O)=CC=1)=N)(C)(C)C.[F:71][C:72]1[CH:77]=[CH:76]C(S(Cl)(=O)=O)=[CH:74][CH:73]=1. No catalyst specified. The product is [C:1]([O:5][C:6](=[O:35])[NH:7][C:8]([C:9]1[CH:14]=[CH:13][C:12]([CH2:15][NH:16][C:17]([C@H:19]2[N:23]3[C:24](=[O:33])[C:25]([NH:28][S:29]([C:32]4[CH:76]=[CH:77][C:72]([F:71])=[CH:73][CH:74]=4)(=[O:31])=[O:30])=[CH:26][N:27]=[C:22]3[CH2:21][CH2:20]2)=[O:18])=[CH:11][CH:10]=1)=[NH:34])([CH3:4])([CH3:2])[CH3:3]. The yield is 0.410. (5) The reactants are [N:1]1[C:10]2[C:5](=[CH:6][CH:7]=[CH:8][CH:9]=2)[CH:4]=[C:3]([C:11]2[CH2:16][CH2:15][CH:14]([CH2:17][C:18]([O:20][CH2:21][CH3:22])=[O:19])[CH2:13][CH:12]=2)[CH:2]=1.C([O-])=O.[NH4+]. The catalyst is CO.[Pd]. The product is [N:1]1[C:10]2[C:5](=[CH:6][CH:7]=[CH:8][CH:9]=2)[CH:4]=[C:3]([CH:11]2[CH2:12][CH2:13][CH:14]([CH2:17][C:18]([O:20][CH2:21][CH3:22])=[O:19])[CH2:15][CH2:16]2)[CH:2]=1. The yield is 0.195. (6) The yield is 0.120. The catalyst is CN(C=O)C.O. The product is [CH3:31][N:30]([CH3:32])[CH:27]1[CH2:28][CH2:29][N:24]([CH2:23][C:21]2[S:22][C:17]3[C:16]([N:33]4[CH2:38][CH2:37][O:36][CH2:35][CH2:34]4)=[N:15][C:14]([N:3]4[C:4]5[C:9](=[CH:8][CH:7]=[CH:6][CH:5]=5)[CH:10]=[C:2]4[CH3:1])=[N:19][C:18]=3[CH:20]=2)[CH2:25][CH2:26]1. The reactants are [CH3:1][C:2]1[NH:3][C:4]2[C:9]([CH:10]=1)=[CH:8][CH:7]=[CH:6][CH:5]=2.[H-].[Na+].Cl[C:14]1[N:15]=[C:16]([N:33]2[CH2:38][CH2:37][O:36][CH2:35][CH2:34]2)[C:17]2[S:22][C:21]([CH2:23][N:24]3[CH2:29][CH2:28][CH:27]([N:30]([CH3:32])[CH3:31])[CH2:26][CH2:25]3)=[CH:20][C:18]=2[N:19]=1. (7) The reactants are [NH:1]1[CH2:5][CH2:4][CH2:3][C@@H:2]1[CH2:6][OH:7].[OH-].[Na+].[C:10](O[C:10]([O:12][C:13]([CH3:16])([CH3:15])[CH3:14])=[O:11])([O:12][C:13]([CH3:16])([CH3:15])[CH3:14])=[O:11]. The catalyst is O1CCCC1.O. The product is [OH:7][CH2:6][C@H:2]1[CH2:3][CH2:4][CH2:5][N:1]1[C:10]([O:12][C:13]([CH3:16])([CH3:15])[CH3:14])=[O:11]. The yield is 0.570.